This data is from Forward reaction prediction with 1.9M reactions from USPTO patents (1976-2016). The task is: Predict the product of the given reaction. (1) Given the reactants [N-:1]=[N+:2]=[N-:3].[Na+].[F:5][CH:6]1[CH:11](OS(C)(=O)=O)[CH2:10][CH2:9][N:8]([C:17]([O:19][C:20]([CH3:23])([CH3:22])[CH3:21])=[O:18])[CH2:7]1, predict the reaction product. The product is: [N:1]([CH:11]1[CH2:10][CH2:9][N:8]([C:17]([O:19][C:20]([CH3:22])([CH3:21])[CH3:23])=[O:18])[CH2:7][CH:6]1[F:5])=[N+:2]=[N-:3]. (2) Given the reactants [I:1][C:2]1[CH:7]=[CH:6][C:5]([N:8]2[CH:12]=[C:11]([CH:13]=O)[C:10]([C:15]3[CH:20]=[CH:19][CH:18]=[CH:17][CH:16]=3)=[N:9]2)=[CH:4][CH:3]=1.[CH3:21][O:22][C:23]1[CH:30]=[C:29]([O:31][CH3:32])[CH:28]=[CH:27][C:24]=1[CH2:25][NH2:26].C(O[BH-](OC(=O)C)OC(=O)C)(=O)C.[Na+].C(O)(=O)C.C(=O)(O)[O-].[Na+], predict the reaction product. The product is: [CH3:21][O:22][C:23]1[CH:30]=[C:29]([O:31][CH3:32])[CH:28]=[CH:27][C:24]=1[CH2:25][NH:26][CH2:13][C:11]1[C:10]([C:15]2[CH:20]=[CH:19][CH:18]=[CH:17][CH:16]=2)=[N:9][N:8]([C:5]2[CH:6]=[CH:7][C:2]([I:1])=[CH:3][CH:4]=2)[CH:12]=1.